This data is from Full USPTO retrosynthesis dataset with 1.9M reactions from patents (1976-2016). The task is: Predict the reactants needed to synthesize the given product. (1) Given the product [Br:32][C:33]1[C:34]([F:60])=[CH:35][C:36]2[O:42][CH2:41][CH2:40][N:39]3[C:43]([CH:50]([C:52]4[C:53]([CH3:58])=[N:54][N:55]([CH3:57])[CH:56]=4)[OH:51])=[C:44]([C:46]([OH:48])=[O:47])[N:45]=[C:38]3[C:37]=2[CH:59]=1, predict the reactants needed to synthesize it. The reactants are: BrC1C(F)=CC2OCCN3C(C(O)C4C=CC=C(C(F)(F)F)C=4)=C(C(O)=O)N=C3C=2C=1.[Br:32][C:33]1[C:34]([F:60])=[CH:35][C:36]2[O:42][CH2:41][CH2:40][N:39]3[C:43]([CH:50]([C:52]4[C:53]([CH3:58])=[N:54][N:55]([CH3:57])[CH:56]=4)[OH:51])=[C:44]([C:46]([O:48]C)=[O:47])[N:45]=[C:38]3[C:37]=2[CH:59]=1.[OH-].[Li+]. (2) Given the product [NH2:2][C:3]1[N:7]([CH2:8][C:9]([N:26]2[CH2:27][C@H:23]([CH2:16][C:17]3[CH:22]=[CH:21][CH:20]=[CH:19][CH:18]=3)[CH2:24][C@H:25]2[C:28]([NH:30][C:31]2[CH:36]=[CH:35][C:34]([O:37][C:38]3[CH:43]=[CH:42][C:41]([F:44])=[CH:40][CH:39]=3)=[CH:33][CH:32]=2)=[O:29])=[O:11])[N:6]=[C:5]([C:12]([F:15])([F:14])[F:13])[N:4]=1, predict the reactants needed to synthesize it. The reactants are: Cl.[NH2:2][C:3]1[N:7]([CH2:8][C:9]([OH:11])=O)[N:6]=[C:5]([C:12]([F:15])([F:14])[F:13])[N:4]=1.[CH2:16]([C@H:23]1[CH2:27][NH:26][C@H:25]([C:28]([NH:30][C:31]2[CH:36]=[CH:35][C:34]([O:37][C:38]3[CH:43]=[CH:42][C:41]([F:44])=[CH:40][CH:39]=3)=[CH:33][CH:32]=2)=[O:29])[CH2:24]1)[C:17]1[CH:22]=[CH:21][CH:20]=[CH:19][CH:18]=1. (3) Given the product [Cl:1][C:2]1[C:3]2[NH:14][CH:13]=[C:12]([I:15])[C:4]=2[N:5]=[C:6]([CH2:8][CH2:9][CH2:17][CH2:18][CH3:19])[N:7]=1, predict the reactants needed to synthesize it. The reactants are: [Cl:1][C:2]1[C:3]2[NH:14][CH:13]=[C:12]([I:15])[C:4]=2[N:5]=[C:6]([CH2:8][CH2:9]OC)[N:7]=1.Cl[C:17]1[C:18]2NC=C[C:19]=2N=C(CCCCC)N=1. (4) Given the product [CH2:17]([C:14]1[CH:15]=[CH:16][C:11]([C:10]2[C:3]3[C:4](=[N:5][CH:6]=[CH:7][C:2]=3[NH:77][CH2:78][CH2:79][CH2:80][CH2:81][CH2:82][C:83]([O:85][C:86]([CH3:89])([CH3:88])[CH3:87])=[O:84])[O:8][C:9]=2[C:19]2[CH:24]=[CH:23][CH:22]=[CH:21][CH:20]=2)=[CH:12][CH:13]=1)[CH3:18], predict the reactants needed to synthesize it. The reactants are: Cl[C:2]1[CH:7]=[CH:6][N:5]=[C:4]2[O:8][C:9]([C:19]3[CH:24]=[CH:23][CH:22]=[CH:21][CH:20]=3)=[C:10]([C:11]3[CH:16]=[CH:15][C:14]([CH2:17][CH3:18])=[CH:13][CH:12]=3)[C:3]=12.CC(C)([O-])C.[Na+].C1(P(C2C=CC=CC=2)C2C=CC3C(=CC=CC=3)C=2C2C3C(=CC=CC=3)C=CC=2P(C2C=CC=CC=2)C2C=CC=CC=2)C=CC=CC=1.[NH2:77][CH2:78][CH2:79][CH2:80][CH2:81][CH2:82][C:83]([O:85][C:86]([CH3:89])([CH3:88])[CH3:87])=[O:84]. (5) Given the product [O:1]1[C:6]2[CH:7]=[CH:8][C:9]([C:11]3[C:12]([C:19]4[CH:24]=[CH:23][CH:22]=[CH:21][N:20]=4)=[N:13][N:14]([CH3:18])[C:15]=3[CH:16]([OH:17])[C:36]([O:34][CH3:32])=[O:37])=[CH:10][C:5]=2[CH2:4][CH2:3][CH2:2]1, predict the reactants needed to synthesize it. The reactants are: [O:1]1[C:6]2[CH:7]=[CH:8][C:9]([C:11]3[C:12]([C:19]4[CH:24]=[CH:23][CH:22]=[CH:21][N:20]=4)=[N:13][N:14]([CH3:18])[C:15]=3[CH:16]=[O:17])=[CH:10][C:5]=2[CH2:4][CH2:3][CH2:2]1.C[Si](C#N)(C)C.[Na].[C:32](Cl)(=[O:34])C.[CH3:36][OH:37]. (6) Given the product [CH:6]1([C:7]([C:11]2[CH:39]=[CH:38][C:37]([C:40]([F:41])([F:43])[F:42])=[CH:36][C:12]=2[CH2:13][N:14]([CH2:21][C:22]2[CH:23]=[C:24]([C:32]([F:33])([F:35])[F:34])[CH:25]=[C:26]([C:28]([F:31])([F:29])[F:30])[CH:27]=2)[C:15]2[N:16]=[N:17][N:18]([CH3:20])[N:19]=2)([O:9][CH3:10])[CH3:8])[CH2:45][CH2:5][CH2:4][CH2:3][CH2:2][CH2:1]1, predict the reactants needed to synthesize it. The reactants are: [CH:1]1([CH2:6][C:7]([C:11]2[CH:39]=[CH:38][C:37]([C:40]([F:43])([F:42])[F:41])=[CH:36][C:12]=2[CH2:13][N:14]([CH2:21][C:22]2[CH:27]=[C:26]([C:28]([F:31])([F:30])[F:29])[CH:25]=[C:24]([C:32]([F:35])([F:34])[F:33])[CH:23]=2)[C:15]2[N:16]=[N:17][N:18]([CH3:20])[N:19]=2)([O:9][CH3:10])[CH3:8])[CH2:5][CH2:4][CH2:3][CH2:2]1.F[C:45](F)(F)C1C=CC(C#N)=CC=1.C1([Mg]Br)CCCCCC1.C[Mg]Br.CI. (7) The reactants are: [F:1][C:2]1[CH:10]=[CH:9][C:8]2[N:7]([CH2:11][C:12]([C:15]3[CH:20]=[CH:19][C:18]([F:21])=[CH:17][CH:16]=3)(O)[CH3:13])[C:6]3[CH2:22][CH2:23][N:24]([CH3:26])[CH2:25][C:5]=3[C:4]=2[CH:3]=1.S(=O)(=O)(O)O.[OH-].[K+]. Given the product [F:1][C:2]1[CH:10]=[CH:9][C:8]2[N:7](/[CH:11]=[C:12](/[C:15]3[CH:20]=[CH:19][C:18]([F:21])=[CH:17][CH:16]=3)\[CH3:13])[C:6]3[CH2:22][CH2:23][N:24]([CH3:26])[CH2:25][C:5]=3[C:4]=2[CH:3]=1, predict the reactants needed to synthesize it.